The task is: Predict the reaction yield, written as a fraction of the theoretical maximum amount of product (1.0 means a 100% yield; for example, 0.34 means a 34% yield).. This data is from Reaction yield outcomes from USPTO patents with 853,638 reactions. The reactants are [C:1]([NH:8][CH2:9][CH2:10][NH:11][CH3:12])([O:3][C:4]([CH3:7])([CH3:6])[CH3:5])=[O:2].C(N(C)CCN)(OC(C)(C)C)=O.[CH:25](=O)[CH2:26][CH2:27][CH2:28][CH2:29][CH2:30][CH2:31][CH2:32][CH2:33][CH3:34].C([BH3-])#N.[Na+]. The catalyst is CO. The product is [C:1]([NH:8][CH2:9][CH2:10][N:11]([CH2:25][CH2:26][CH2:27][CH2:28][CH2:29][CH2:30][CH2:31][CH2:32][CH2:33][CH3:34])[CH3:12])([O:3][C:4]([CH3:5])([CH3:6])[CH3:7])=[O:2]. The yield is 0.210.